From a dataset of Forward reaction prediction with 1.9M reactions from USPTO patents (1976-2016). Predict the product of the given reaction. Given the reactants CO[C:3](=[O:26])[C:4]([CH:6]1[N:17]2[C:18]3[C:14]([CH:15]=[CH:16]2)=[CH:13][CH:12]([C:19]([O:21][C:22]([CH3:25])([CH3:24])[CH3:23])=[O:20])[CH2:11][C:10]=3[CH2:9][N:8]=[CH:7]1)=O.[F:27][C:28]1[CH:36]=[C:35]2[C:31]([C:32]([CH2:37][C:38]([NH2:40])=[O:39])=[CH:33][NH:34]2)=[CH:30][CH:29]=1, predict the reaction product. The product is: [C:22]([O:21][C:19]([CH:12]1[CH2:11][C:10]2[CH2:9][N:8]=[CH:7][CH:6]([C:4]3[C:3](=[O:26])[NH:40][C:38](=[O:39])[C:37]=3[C:32]3[C:31]4[C:35](=[CH:36][C:28]([F:27])=[CH:29][CH:30]=4)[NH:34][CH:33]=3)[N:17]3[C:18]=2[C:14]([CH:15]=[CH:16]3)=[CH:13]1)=[O:20])([CH3:24])([CH3:23])[CH3:25].